This data is from Full USPTO retrosynthesis dataset with 1.9M reactions from patents (1976-2016). The task is: Predict the reactants needed to synthesize the given product. (1) Given the product [O:35]=[S:32]1(=[O:36])[CH2:33][CH2:34][N:29]([CH2:28][CH2:27][NH:26][C:24]([C:23]2[CH:37]=[CH:38][C:20]([CH2:19][CH2:18][CH2:17][CH2:16][NH:15][C:3]([NH:68][CH2:67][C:64]3[CH:65]=[CH:66][C:61]([NH:60][C:59](=[O:69])[O:58][C:54]([CH3:57])([CH3:55])[CH3:56])=[N:62][CH:63]=3)=[O:4])=[N:21][C:22]=2[NH:39][CH2:40][CH3:41])=[O:25])[CH2:30][CH2:31]1, predict the reactants needed to synthesize it. The reactants are: FC(F)(F)[C:3](O)=[O:4].FC(F)(F)C(O)=O.[NH2:15][CH2:16][CH2:17][CH2:18][CH2:19][C:20]1[CH:38]=[CH:37][C:23]([C:24]([NH:26][CH2:27][CH2:28][N:29]2[CH2:34][CH2:33][S:32](=[O:36])(=[O:35])[CH2:31][CH2:30]2)=[O:25])=[C:22]([NH:39][CH2:40][CH3:41])[N:21]=1.C(N(CC)CC)C.CN(C=O)C.[C:54]([O:58][C:59](=[O:69])[NH:60][C:61]1[CH:66]=[CH:65][C:64]([CH2:67][NH2:68])=[CH:63][N:62]=1)([CH3:57])([CH3:56])[CH3:55]. (2) Given the product [CH:1]1([NH:4][C:5](=[O:32])[CH2:6][N:7]2[C:16]3[C:11](=[N:12][CH:13]=[C:14]([CH2:17][C:18]4[CH:19]=[CH:20][C:21]([F:24])=[CH:22][CH:23]=4)[CH:15]=3)[C:10]([OH:25])=[C:9]([C:26]([NH:34][CH3:33])=[O:28])[C:8]2=[O:31])[CH2:3][CH2:2]1, predict the reactants needed to synthesize it. The reactants are: [CH:1]1([NH:4][C:5](=[O:32])[CH2:6][N:7]2[C:16]3[C:11](=[N:12][CH:13]=[C:14]([CH2:17][C:18]4[CH:23]=[CH:22][C:21]([F:24])=[CH:20][CH:19]=4)[CH:15]=3)[C:10]([OH:25])=[C:9]([C:26]([O:28]CC)=O)[C:8]2=[O:31])[CH2:3][CH2:2]1.[CH3:33][NH2:34]. (3) Given the product [CH2:1]([O:8][C:9]1[C:10]([NH2:19])=[CH:11][C:12]2[C:17]([CH:18]=1)=[CH:16][CH:15]=[CH:14][CH:13]=2)[C:2]1[CH:3]=[CH:4][CH:5]=[CH:6][CH:7]=1, predict the reactants needed to synthesize it. The reactants are: [CH2:1]([O:8][C:9]1[C:10]([NH:19]C(=O)C)=[CH:11][C:12]2[C:17]([CH:18]=1)=[CH:16][CH:15]=[CH:14][CH:13]=2)[C:2]1[CH:7]=[CH:6][CH:5]=[CH:4][CH:3]=1.[OH-].[K+]. (4) Given the product [CH2:37]([O:39][C:40](=[O:43])[CH2:41][NH:42][C:25]1[C:24]([N+:28]([O-:30])=[O:29])=[C:23]([C:31]([O:33][CH2:34][CH3:35])=[O:32])[N:22]=[C:21]([Cl:20])[N:26]=1)[CH3:38], predict the reactants needed to synthesize it. The reactants are: ClC1N=C(NC2C=CC3OCCOC=3C=2)C(F)=CN=1.[Cl:20][C:21]1[N:26]=[C:25](Cl)[C:24]([N+:28]([O-:30])=[O:29])=[C:23]([C:31]([O:33][CH2:34][CH3:35])=[O:32])[N:22]=1.Cl.[CH2:37]([O:39][C:40](=[O:43])[CH2:41][NH2:42])[CH3:38]. (5) Given the product [Cl:10][C:6]1[CH:7]=[CH:8][N:9]=[C:2]2[C:3]=1[CH:4]=[CH:12][C:11]([C:14]1[C:19]([CH3:20])=[CH:18][CH:17]=[CH:16][N:15]=1)=[N:1]2, predict the reactants needed to synthesize it. The reactants are: [NH2:1][C:2]1[N:9]=[CH:8][CH:7]=[C:6]([Cl:10])[C:3]=1[CH:4]=O.[C:11]([C:14]1[C:19]([CH3:20])=[CH:18][CH:17]=[CH:16][N:15]=1)(=O)[CH3:12].CC([O-])(C)C.[K+]. (6) Given the product [NH2:4][C:7]1[CH:8]=[C:9]([CH:26]=[CH:27][CH:28]=1)[CH2:10][S:11][C:12]1[CH:13]=[C:14]([NH:18][C:19](=[O:25])[O:20][C:21]([CH3:24])([CH3:22])[CH3:23])[CH:15]=[CH:16][CH:17]=1, predict the reactants needed to synthesize it. The reactants are: Cl.[Cl-].[NH4+].[N+:4]([C:7]1[CH:8]=[C:9]([CH:26]=[CH:27][CH:28]=1)[CH2:10][S:11][C:12]1[CH:13]=[C:14]([NH:18][C:19](=[O:25])[O:20][C:21]([CH3:24])([CH3:23])[CH3:22])[CH:15]=[CH:16][CH:17]=1)([O-])=O. (7) Given the product [CH2:7]([O:6][C:1]([CH:2]1[CH:3]([CH3:4])[CH2:17][N:16]([CH2:9][C:10]2[CH:11]=[CH:12][CH:13]=[CH:14][CH:15]=2)[CH2:20]1)=[O:5])[CH3:8], predict the reactants needed to synthesize it. The reactants are: [C:1]([O:6][CH2:7][CH3:8])(=[O:5])/[CH:2]=[CH:3]/[CH3:4].[CH2:9]([N:16]([CH2:20][Si](C)(C)C)[CH2:17]OC)[C:10]1[CH:15]=[CH:14][CH:13]=[CH:12][CH:11]=1. (8) Given the product [O:35]=[C:27]1[C:26]2[NH:11][CH:10]=[CH:24][C:25]=2[C:34]2[CH:33]=[CH:32][CH:31]=[CH:30][C:29]=2[NH:28]1.[CH2:26]([C:27]([O-:35])=[O:8])[CH3:34], predict the reactants needed to synthesize it. The reactants are: C1(C)C=CC(S([CH2:10][N+:11]#[C-])(=O)=[O:8])=CC=1.CC(C)([O-])C.[K+].C(O[CH2:24][CH:25]=[C:26]1[C:34]2[C:29](=[CH:30][CH:31]=[CH:32][CH:33]=2)[NH:28][C:27]1=[O:35])(=O)C. (9) Given the product [C:1]([C:3]1[C:8]2[N:9]=[C:10]([C:12]([N:14]([O:16][CH3:17])[CH3:15])=[O:13])[O:11][C:7]=2[C:6]([N:37]2[CH2:38][CH2:39][C@H:35]([N:34]([CH3:40])[CH3:33])[CH2:36]2)=[C:5]([C:19]2[CH:24]=[CH:23][CH:22]=[CH:21][CH:20]=2)[C:4]=1[CH3:25])#[N:2], predict the reactants needed to synthesize it. The reactants are: [C:1]([C:3]1[C:8]2[N:9]=[C:10]([C:12]([N:14]([O:16][CH3:17])[CH3:15])=[O:13])[O:11][C:7]=2[C:6](F)=[C:5]([C:19]2[CH:24]=[CH:23][CH:22]=[CH:21][CH:20]=2)[C:4]=1[CH3:25])#[N:2].C(N(CC)CC)C.[CH3:33][N:34]([CH3:40])[C@H:35]1[CH2:39][CH2:38][NH:37][CH2:36]1.C(OCC)(=O)C. (10) Given the product [CH2:16]([NH:19][C:13]([C:8]1[NH:9][C:10]2[C:6]([CH:7]=1)=[CH:5][C:4]([N+:1]([O-:3])=[O:2])=[CH:12][CH:11]=2)=[O:15])[CH2:17][CH3:18], predict the reactants needed to synthesize it. The reactants are: [N+:1]([C:4]1[CH:5]=[C:6]2[C:10](=[CH:11][CH:12]=1)[NH:9][C:8]([C:13]([OH:15])=O)=[CH:7]2)([O-:3])=[O:2].[CH2:16]([NH2:19])[CH2:17][CH3:18].[Cl-].[Na+].